Dataset: Catalyst prediction with 721,799 reactions and 888 catalyst types from USPTO. Task: Predict which catalyst facilitates the given reaction. (1) Reactant: [CH:1]1[C:10]2[C:5](=[CH:6][CH:7]=[CH:8][CH:9]=2)[CH:4]=[CH:3][C:2]=1[C:11]1[C:19]2[C:14](=[N:15][CH:16]=[N:17][C:18]=2[NH2:20])[NH:13][N:12]=1.C([O-])([O-])=O.[K+].[K+].[CH:27]1(Br)[CH2:31][CH2:30][CH2:29][CH2:28]1.O. Product: [CH:27]1([N:13]2[C:14]3=[N:15][CH:16]=[N:17][C:18]([NH2:20])=[C:19]3[C:11]([C:2]3[CH:3]=[CH:4][C:5]4[C:10](=[CH:9][CH:8]=[CH:7][CH:6]=4)[CH:1]=3)=[N:12]2)[CH2:31][CH2:30][CH2:29][CH2:28]1. The catalyst class is: 3. (2) Reactant: [F:1][C:2]1[CH:7]=[CH:6][CH:5]=[C:4]([F:8])[C:3]=1[N:9]1[CH:13]=[CH:12][C:11]([NH2:14])=[CH:10]1.[F:15][C:16]([F:27])([F:26])[C:17]1[CH:25]=[CH:24][CH:23]=[CH:22][C:18]=1[C:19](Cl)=[O:20].C(N(CC)CC)C. Product: [F:1][C:2]1[CH:7]=[CH:6][CH:5]=[C:4]([F:8])[C:3]=1[N:9]1[CH:13]=[CH:12][C:11]([NH:14][C:19](=[O:20])[C:18]2[CH:22]=[CH:23][CH:24]=[CH:25][C:17]=2[C:16]([F:15])([F:26])[F:27])=[CH:10]1. The catalyst class is: 4. (3) Reactant: [CH3:1][CH2:2][C@@H:3]([C:5]([O:7][C@@H:8]1[C@@H:13]2[C@@H:14]([CH2:19][CH2:20][C@@H:21]([OH:29])[CH2:22][C@@H:23]([OH:28])[CH2:24][C:25]([OH:27])=[O:26])[C@@H:15]([CH3:18])[CH:16]=[CH:17][C:12]2=[CH:11][C@@H:10]([OH:30])[CH2:9]1)=[O:6])[CH3:4].C(NCC1C=CC=CC=1)C1C=CC=CC=1.[OH-].[Na+].C. Product: [CH3:1][CH2:2][C@@H:3]([C:5]([O:7][C@@H:8]1[C@@H:13]2[C@@H:14]([CH2:19][CH2:20][C@@H:21]([OH:29])[CH2:22][C@@H:23]([OH:28])[CH2:24][C:25]([OH:27])=[O:26])[C@@H:15]([CH3:18])[CH:16]=[CH:17][C:12]2=[CH:11][C@@H:10]([OH:30])[CH2:9]1)=[O:6])[CH3:4]. The catalyst class is: 8. (4) Reactant: [Cl:1][C:2]1[C:35]([CH3:36])=[CH:34][C:5]([O:6][CH2:7][CH2:8][CH2:9][C:10]2[C:18]3[C:13](=[C:14]([C:19]4[C:20]([CH2:26][O:27][C:28]5[CH:33]=[CH:32][CH:31]=[CH:30][CH:29]=5)=[N:21][N:22]([CH3:25])[C:23]=4[CH3:24])[CH:15]=[CH:16][CH:17]=3)[NH:12][CH:11]=2)=[CH:4][C:3]=1[CH3:37].Br[CH2:39][CH2:40][C:41]([O:43]CC)=[O:42].C(=O)([O-])[O-].[Cs+].[Cs+]. Product: [Cl:1][C:2]1[C:35]([CH3:36])=[CH:34][C:5]([O:6][CH2:7][CH2:8][CH2:9][C:10]2[C:18]3[C:13](=[C:14]([C:19]4[C:20]([CH2:26][O:27][C:28]5[CH:29]=[CH:30][CH:31]=[CH:32][CH:33]=5)=[N:21][N:22]([CH3:25])[C:23]=4[CH3:24])[CH:15]=[CH:16][CH:17]=3)[N:12]([CH2:39][CH2:40][C:41]([OH:43])=[O:42])[CH:11]=2)=[CH:4][C:3]=1[CH3:37]. The catalyst class is: 3.